From a dataset of Catalyst prediction with 721,799 reactions and 888 catalyst types from USPTO. Predict which catalyst facilitates the given reaction. (1) Reactant: [CH3:1][O:2][C:3]1[CH:8]=[CH:7][C:6]([N:9]2[C:13]3[C:14](=[O:26])[N:15]([C:18]4[CH:25]=[CH:24][C:21]([C:22]#[N:23])=[CH:20][CH:19]=4)[CH2:16][CH2:17][C:12]=3[C:11]([CH3:27])=[N:10]2)=[CH:5][CH:4]=1.[CH3:28][NH:29][CH3:30]. Product: [CH3:1][O:2][C:3]1[CH:4]=[CH:5][C:6]([N:9]2[C:13]3[C:14](=[O:26])[N:15]([C:18]4[CH:19]=[CH:20][C:21]([C:22]([N:29]([CH3:30])[CH3:28])=[NH:23])=[CH:24][CH:25]=4)[CH2:16][CH2:17][C:12]=3[C:11]([CH3:27])=[N:10]2)=[CH:7][CH:8]=1. The catalyst class is: 254. (2) Reactant: C[Al](C)C.[F:5][C:6]1[CH:7]=[CH:8][C:9]([NH2:12])=[N:10][CH:11]=1.[Si:13]([O:20][CH2:21][C@H:22]([O:24][CH2:25][C@H:26]([O:31][C:32]1[N:37]=[CH:36][N:35]=[C:34]2[N:38]([C:41]3[C:46]([Cl:47])=[CH:45][CH:44]=[CH:43][N:42]=3)[N:39]=[CH:40][C:33]=12)[C:27](OC)=[O:28])[CH3:23])([C:16]([CH3:19])([CH3:18])[CH3:17])([CH3:15])[CH3:14].C(C(C(C([O-])=O)O)O)([O-])=O.[K+].[Na+]. Product: [Si:13]([O:20][CH2:21][C@H:22]([O:24][CH2:25][C@H:26]([O:31][C:32]1[N:37]=[CH:36][N:35]=[C:34]2[N:38]([C:41]3[C:46]([Cl:47])=[CH:45][CH:44]=[CH:43][N:42]=3)[N:39]=[CH:40][C:33]=12)[C:27]([NH:12][C:9]1[CH:8]=[CH:7][C:6]([F:5])=[CH:11][N:10]=1)=[O:28])[CH3:23])([C:16]([CH3:19])([CH3:18])[CH3:17])([CH3:15])[CH3:14]. The catalyst class is: 260. (3) Reactant: Cl.Cl.Cl.[CH2:4]([N:11]1[CH2:16][CH2:15][CH:14]([NH:17][CH2:18][C:19]2[N:24]=[CH:23][C:22]3[O:25][CH2:26][CH2:27][O:28][C:21]=3[CH:20]=2)[CH2:13][CH2:12]1)[C:5]1[CH:10]=[CH:9][CH:8]=[CH:7][CH:6]=1.O1CCCC1.[OH-].[Na+].[C:36](O[C:36]([O:38][C:39]([CH3:42])([CH3:41])[CH3:40])=[O:37])([O:38][C:39]([CH3:42])([CH3:41])[CH3:40])=[O:37]. Product: [CH2:4]([N:11]1[CH2:16][CH2:15][CH:14]([N:17]([CH2:18][C:19]2[N:24]=[CH:23][C:22]3[O:25][CH2:26][CH2:27][O:28][C:21]=3[CH:20]=2)[C:36](=[O:37])[O:38][C:39]([CH3:42])([CH3:41])[CH3:40])[CH2:13][CH2:12]1)[C:5]1[CH:10]=[CH:9][CH:8]=[CH:7][CH:6]=1. The catalyst class is: 69. (4) Reactant: [CH:1]1([C:4]([C:6]2[CH:7]([C:24]3[CH:31]=[CH:30][C:27]([C:28]#[N:29])=[CH:26][CH:25]=3)[NH:8][C:9](=[O:23])[N:10]([C:13]3[CH:18]=[CH:17][CH:16]=[C:15]([C:19]([F:22])([F:21])[F:20])[CH:14]=3)[C:11]=2[CH3:12])=[O:5])[CH2:3][CH2:2]1.C(=O)([O-])[O-].[K+].[K+].Cl[CH2:39][C:40]1[O:41][CH:42]=[C:43]([C:45]([O:47][CH3:48])=[O:46])[N:44]=1. Product: [C:28]([C:27]1[CH:26]=[CH:25][C:24]([CH:7]2[N:8]([CH2:39][C:40]3[O:41][CH:42]=[C:43]([C:45]([O:47][CH3:48])=[O:46])[N:44]=3)[C:9](=[O:23])[N:10]([C:13]3[CH:18]=[CH:17][CH:16]=[C:15]([C:19]([F:22])([F:20])[F:21])[CH:14]=3)[C:11]([CH3:12])=[C:6]2[C:4]([CH:1]2[CH2:3][CH2:2]2)=[O:5])=[CH:31][CH:30]=1)#[N:29]. The catalyst class is: 9. (5) The catalyst class is: 1. Reactant: [C:1]1([N:11]=[C:12]=[O:13])[C:10]2[C:5](=[CH:6][CH:7]=[CH:8][CH:9]=2)[CH:4]=[CH:3][CH:2]=1.[NH:14]1[CH2:19][CH2:18][CH:17]([CH2:20][CH2:21][CH2:22][CH2:23][NH:24][C:25](=[O:34])[CH:26]=[CH:27][C:28]2[CH:29]=[N:30][CH:31]=[CH:32][CH:33]=2)[CH2:16][CH2:15]1. Product: [C:1]1([NH:11][C:12]([N:14]2[CH2:19][CH2:18][CH:17]([CH2:20][CH2:21][CH2:22][CH2:23][NH:24][C:25](=[O:34])[CH:26]=[CH:27][C:28]3[CH:29]=[N:30][CH:31]=[CH:32][CH:33]=3)[CH2:16][CH2:15]2)=[O:13])[C:10]2[C:5](=[CH:6][CH:7]=[CH:8][CH:9]=2)[CH:4]=[CH:3][CH:2]=1. (6) Reactant: [OH:1][CH:2]([CH2:23][CH2:24][CH2:25][CH2:26][CH2:27][CH2:28][CH2:29][CH2:30][CH2:31][CH2:32][CH2:33][C:34]([O:36][CH2:37][CH2:38][CH2:39][CH2:40][CH2:41][CH3:42])=[O:35])[CH2:3][CH2:4][CH2:5][CH2:6][CH2:7][CH2:8][CH2:9][CH2:10][CH2:11][CH2:12][CH2:13][C:14]([O:16][CH2:17][CH2:18][CH2:19][CH2:20][CH2:21][CH3:22])=[O:15].CCN=C=N[CH2:48][CH2:49][CH2:50][N:51]([CH3:53])[CH3:52].Cl.Cl.CN(C(CC)[C:60](O)=[O:61])C. Product: [CH3:52][N:51]([CH3:53])[CH2:50][CH2:49][CH2:48][C:60]([O:1][CH:2]([CH2:3][CH2:4][CH2:5][CH2:6][CH2:7][CH2:8][CH2:9][CH2:10][CH2:11][CH2:12][CH2:13][C:14]([O:16][CH2:17][CH2:18][CH2:19][CH2:20][CH2:21][CH3:22])=[O:15])[CH2:23][CH2:24][CH2:25][CH2:26][CH2:27][CH2:28][CH2:29][CH2:30][CH2:31][CH2:32][CH2:33][C:34]([O:36][CH2:37][CH2:38][CH2:39][CH2:40][CH2:41][CH3:42])=[O:35])=[O:61]. The catalyst class is: 119. (7) Reactant: Cl[C:2]1[CH:11]=[C:10]([Cl:12])[C:9]2[C:4](=[CH:5][CH:6]=[C:7]([CH3:13])[CH:8]=2)[N:3]=1.[NH:14]1[C:20]2[CH:21]=[CH:22][CH:23]=[CH:24][C:19]=2[CH2:18][NH:17][CH2:16][C:15]1=[O:25]. Product: [Cl:12][C:10]1[C:9]2[C:4](=[CH:5][CH:6]=[C:7]([CH3:13])[CH:8]=2)[N:3]=[C:2]([N:17]2[CH2:18][C:19]3[CH:24]=[CH:23][CH:22]=[CH:21][C:20]=3[NH:14][C:15](=[O:25])[CH2:16]2)[CH:11]=1. The catalyst class is: 51.